This data is from Full USPTO retrosynthesis dataset with 1.9M reactions from patents (1976-2016). The task is: Predict the reactants needed to synthesize the given product. (1) The reactants are: [H-].[Na+].Cl[CH2:4][CH2:5][S:6](Cl)(=[O:8])=[O:7].[F:10][C:11]1[CH:31]=[CH:30][C:14]([O:15][C:16]2[CH:21]=[CH:20][C:19]([C:22]3[C:23]([NH2:29])=[N:24][CH:25]=[C:26]([CH3:28])[CH:27]=3)=[CH:18][CH:17]=2)=[CH:13][C:12]=1[O:32][CH3:33]. Given the product [F:10][C:11]1[CH:31]=[CH:30][C:14]([O:15][C:16]2[CH:17]=[CH:18][C:19]([C:22]3[C:23]4=[N:29][S:6](=[O:8])(=[O:7])[CH2:5][CH2:4][N:24]4[CH:25]=[C:26]([CH3:28])[CH:27]=3)=[CH:20][CH:21]=2)=[CH:13][C:12]=1[O:32][CH3:33], predict the reactants needed to synthesize it. (2) The reactants are: [Br:1][C:2]1[C:22]([CH3:23])=[CH:21][C:5]([O:6][C:7](=[O:20])[C:8]#[C:9][C:10]2[CH:11]=[C:12]([CH:17]=[CH:18][CH:19]=2)[C:13]([O:15][CH3:16])=[O:14])=[CH:4][C:3]=1[CH3:24]. Given the product [Br:1][C:2]1[C:22]([CH3:23])=[C:21]2[C:5](=[CH:4][C:3]=1[CH3:24])[O:6][C:7](=[O:20])[CH:8]=[C:9]2[C:10]1[CH:11]=[C:12]([CH:17]=[CH:18][CH:19]=1)[C:13]([O:15][CH3:16])=[O:14], predict the reactants needed to synthesize it.